The task is: Predict the reaction yield, written as a fraction of the theoretical maximum amount of product (1.0 means a 100% yield; for example, 0.34 means a 34% yield).. This data is from Reaction yield outcomes from USPTO patents with 853,638 reactions. The reactants are [Cl:1][C:2]1[N:7]=[CH:6][C:5]([CH2:8][NH:9][C:10](=O)[C:11]2[CH:16]=[CH:15][C:14](/[CH:17]=[CH:18]/[CH:19]([C:24]3[CH:29]=[C:28]([Cl:30])[CH:27]=[C:26]([Cl:31])[CH:25]=3)[C:20]([F:23])([F:22])[F:21])=[CH:13][C:12]=2[CH3:32])=[CH:4][CH:3]=1.COC1C=CC(P2(SP(C3C=CC(OC)=CC=3)(=S)S2)=[S:43])=CC=1. The product is [Cl:1][C:2]1[N:7]=[CH:6][C:5]([CH2:8][NH:9][C:10](=[S:43])[C:11]2[CH:16]=[CH:15][C:14](/[CH:17]=[CH:18]/[CH:19]([C:24]3[CH:29]=[C:28]([Cl:30])[CH:27]=[C:26]([Cl:31])[CH:25]=3)[C:20]([F:23])([F:22])[F:21])=[CH:13][C:12]=2[CH3:32])=[CH:4][CH:3]=1. The catalyst is C1(C)C=CC=CC=1. The yield is 0.490.